Task: Predict the product of the given reaction.. Dataset: Forward reaction prediction with 1.9M reactions from USPTO patents (1976-2016) Given the reactants C[O:2][C:3]([C@@H:5]1[CH2:14][C:13]2[CH:12]=[C:11]3[O:15][CH2:16][C@H:17]([C:19]4[CH:24]=[CH:23][CH:22]=[C:21]([O:25][CH2:26][C:27]5[CH:32]=[CH:31][C:30]([Cl:33])=[C:29]([Cl:34])[CH:28]=5)[CH:20]=4)[O:18][C:10]3=[CH:9][C:8]=2[CH2:7][N:6]1[C@H:35]([C:38]1[CH:43]=[CH:42][CH:41]=[CH:40][CH:39]=1)[CH2:36][CH3:37])=[O:4].[OH-].[K+].Cl, predict the reaction product. The product is: [Cl:34][C:29]1[CH:28]=[C:27]([CH:32]=[CH:31][C:30]=1[Cl:33])[CH2:26][O:25][C:21]1[CH:20]=[C:19]([C@H:17]2[CH2:16][O:15][C:11]3=[CH:12][C:13]4[CH2:14][C@@H:5]([C:3]([OH:4])=[O:2])[N:6]([C@H:35]([C:38]5[CH:43]=[CH:42][CH:41]=[CH:40][CH:39]=5)[CH2:36][CH3:37])[CH2:7][C:8]=4[CH:9]=[C:10]3[O:18]2)[CH:24]=[CH:23][CH:22]=1.